This data is from Full USPTO retrosynthesis dataset with 1.9M reactions from patents (1976-2016). The task is: Predict the reactants needed to synthesize the given product. (1) Given the product [NH2:24][C:22]1[S:23][C:2]([C:3]#[N:4])=[C:5]([C:7]2[CH:8]=[N:9][N:10]([CH2:12][C:13]3[CH:18]=[CH:17][C:16]([O:19][CH3:20])=[CH:15][CH:14]=3)[CH:11]=2)[N:21]=1, predict the reactants needed to synthesize it. The reactants are: Br[CH:2]([C:5]([C:7]1[CH:8]=[N:9][N:10]([CH2:12][C:13]2[CH:18]=[CH:17][C:16]([O:19][CH3:20])=[CH:15][CH:14]=2)[CH:11]=1)=O)[C:3]#[N:4].[NH2:21][C:22]([NH2:24])=[S:23]. (2) Given the product [OH:20][CH2:19][CH2:18][CH2:17][O:15][CH2:14][CH:11]1[CH2:10][CH2:9][NH:8][CH2:13][CH2:12]1, predict the reactants needed to synthesize it. The reactants are: C(OC([N:8]1[CH2:13][CH2:12][CH:11]([CH2:14][OH:15])[CH2:10][CH2:9]1)=O)(C)(C)C.Br[CH2:17][CH2:18][CH2:19][O:20][Si](C(C)C)(C(C)C)C(C)C.[H-].[Na+].O. (3) Given the product [F:1][C:2]([F:10])([F:11])[C:3]1[CH:9]=[CH:8][C:6]([NH:7][CH:14]([CH3:15])[CH2:13][C:12]([N:17]2[CH2:21][CH2:20][O:19][C:18]2=[O:22])=[O:16])=[CH:5][CH:4]=1, predict the reactants needed to synthesize it. The reactants are: [F:1][C:2]([F:11])([F:10])[C:3]1[CH:9]=[CH:8][C:6]([NH2:7])=[CH:5][CH:4]=1.[C:12]([N:17]1[CH2:21][CH2:20][O:19][C:18]1=[O:22])(=[O:16])/[CH:13]=[CH:14]/[CH3:15].[Cl-].[NH4+].